From a dataset of Full USPTO retrosynthesis dataset with 1.9M reactions from patents (1976-2016). Predict the reactants needed to synthesize the given product. (1) Given the product [CH3:1][C:2]1([CH3:31])[CH2:5][C:4]([CH2:28][C:29]#[N:30])([N:6]2[CH:10]=[C:9]([C:11]3[C:12]4[CH:19]=[CH:18][NH:17][C:13]=4[N:14]=[CH:15][N:16]=3)[CH:8]=[N:7]2)[CH2:3]1, predict the reactants needed to synthesize it. The reactants are: [CH3:1][C:2]1([CH3:31])[CH2:5][C:4]([CH2:28][C:29]#[N:30])([N:6]2[CH:10]=[C:9]([C:11]3[C:12]4[CH:19]=[CH:18][N:17](COCC[Si](C)(C)C)[C:13]=4[N:14]=[CH:15][N:16]=3)[CH:8]=[N:7]2)[CH2:3]1.FC(F)(F)C(O)=O.C(N)CN. (2) The reactants are: CS(O[CH2:6][CH:7]1[CH2:19][C:18]2[C:17]3[C:12](=[CH:13][CH:14]=[C:15]([O:20][CH3:21])[CH:16]=3)[NH:11][C:10]=2[C:9](=[O:22])[NH:8]1)(=O)=O.[C-:23]#[N:24].[K+]. Given the product [CH3:21][O:20][C:15]1[CH:16]=[C:17]2[C:12](=[CH:13][CH:14]=1)[NH:11][C:10]1[C:9](=[O:22])[NH:8][CH:7]([CH2:6][C:23]#[N:24])[CH2:19][C:18]2=1, predict the reactants needed to synthesize it. (3) Given the product [CH3:33][CH:32]([CH3:34])[CH2:31][CH2:30][NH:35][C:19](=[O:20])[C:18]1[CH:22]=[CH:23][C:15]([N:13]2[CH2:12][C:10]3[CH2:11][N:7]([C:5](=[O:6])[C:4]4[CH:24]=[CH:25][CH:26]=[CH:27][C:3]=4[C:2]([F:1])([F:29])[F:28])[CH2:8][C:9]=3[CH2:14]2)=[N:16][CH:17]=1, predict the reactants needed to synthesize it. The reactants are: [F:1][C:2]([F:29])([F:28])[C:3]1[CH:27]=[CH:26][CH:25]=[CH:24][C:4]=1[C:5]([N:7]1[CH2:11][C:10]2[CH2:12][N:13]([C:15]3[CH:23]=[CH:22][C:18]([C:19](O)=[O:20])=[CH:17][N:16]=3)[CH2:14][C:9]=2[CH2:8]1)=[O:6].[CH2:30]([NH2:35])[CH2:31][CH:32]([CH3:34])[CH3:33]. (4) Given the product [C:13]1([C:19]([CH3:24])([CH3:23])[C:20]([OH:22])=[O:21])[CH:18]=[CH:17][CH:16]=[CH:15][CH:14]=1.[CH3:25][C:26]([C:29]1[CH:34]=[CH:33][CH:32]=[CH:31][CH:30]=1)([CH2:4][CH2:3][C:2]([CH3:1])([C:10]1[CH:9]=[CH:8][CH:7]=[CH:6][CH:5]=1)[CH3:12])[CH3:27], predict the reactants needed to synthesize it. The reactants are: [CH3:1][C:2]1([CH3:12])[C:10]2[C:5](=[CH:6][CH:7]=[CH:8][CH:9]=2)[C:4](=O)[CH2:3]1.[C:13]1([C:19]([CH3:24])([CH3:23])[C:20]([OH:22])=[O:21])[CH:18]=[CH:17][CH:16]=[CH:15][CH:14]=1.[CH2:25](Cl)[C:26]([C:29]1[CH:34]=[CH:33][CH:32]=[CH:31][CH:30]=1)(C)[CH3:27].[Mg].C(=O)=O. (5) The reactants are: [N:1]([CH:4]1[CH2:12][C:11]2[C:6](=[CH:7][CH:8]=[CH:9][CH:10]=2)[C@@H:5]1[OH:13])=[N+]=[N-]. Given the product [NH2:1][CH:4]1[CH2:12][C:11]2[C:6](=[CH:7][CH:8]=[CH:9][CH:10]=2)[C@@H:5]1[OH:13], predict the reactants needed to synthesize it.